Dataset: Forward reaction prediction with 1.9M reactions from USPTO patents (1976-2016). Task: Predict the product of the given reaction. (1) Given the reactants [C:1]([C:3]1[CH:8]=[CH:7][C:6]([OH:9])=[CH:5][CH:4]=1)#[N:2].Br[CH2:11][CH2:12][CH2:13][CH2:14]Cl.[C:16](=O)([O-])[O-].[K+].[K+].[Cl:22][C:23]1[CH:28]=[CH:27][CH:26]=[CH:25][C:24]=1[N:29]1[CH2:34][CH2:33][NH:32][CH2:31][CH2:30]1.C(=O)([O-])[O-].[Na+].[Na+].[I-].[K+].[H-].[H-].[H-].[H-].[Li+].[Al+3].[OH-].[Na+].O.C(OC(Cl)=O)C.C(N(CC)CC)C.[C:65](N1C=CN=C1)([N:67]1C=CN=C1)=[O:66].[OH-].[NH4+], predict the reaction product. The product is: [Cl:22][C:23]1[CH:28]=[CH:27][CH:26]=[CH:25][C:24]=1[N:29]1[CH2:34][CH2:33][N:32]([CH2:11][CH2:12][CH2:13][CH2:14][O:9][C:6]2[CH:7]=[CH:8][C:3]([CH2:1][N:2]([CH3:16])[C:65]([NH2:67])=[O:66])=[CH:4][CH:5]=2)[CH2:31][CH2:30]1. (2) Given the reactants [Cl:1][C:2]1[CH:7]=[C:6]([I:8])[CH:5]=[C:4]([Cl:9])[C:3]=1[C:10]1[S:11][C:12]2[CH:13]=[N:14][CH:15]=[C:16]([F:19])[C:17]=2[N:18]=1.[OH:20]O, predict the reaction product. The product is: [Cl:9][C:4]1[CH:5]=[C:6]([I:8])[CH:7]=[C:2]([Cl:1])[C:3]=1[C:10]1[S:11][C:12]2[CH:13]=[N+:14]([O-:20])[CH:15]=[C:16]([F:19])[C:17]=2[N:18]=1. (3) Given the reactants [CH3:1][O:2][C:3]1[S:4][C:5]([C:8]([OH:10])=O)=[CH:6][N:7]=1.C1C=NC2N(O)N=NC=2C=1.CCN=C=NCCCN(C)C.Cl.[NH2:33][C@H:34]([CH2:43][C:44]1[CH:49]=[CH:48][C:47]([C:50]2[CH:55]=[CH:54][CH:53]=[CH:52][CH:51]=2)=[CH:46][CH:45]=1)[CH2:35][C@@H:36]([CH3:42])[C:37]([O:39][CH2:40][CH3:41])=[O:38], predict the reaction product. The product is: [C:47]1([C:50]2[CH:51]=[CH:52][CH:53]=[CH:54][CH:55]=2)[CH:46]=[CH:45][C:44]([CH2:43][C@@H:34]([NH:33][C:8]([C:5]2[S:4][C:3]([O:2][CH3:1])=[N:7][CH:6]=2)=[O:10])[CH2:35][C@@H:36]([CH3:42])[C:37]([O:39][CH2:40][CH3:41])=[O:38])=[CH:49][CH:48]=1. (4) Given the reactants [CH3:1][C:2]1[CH:7]=[CH:6][CH:5]=[C:4]([CH3:8])[C:3]=1[NH:9][C:10](=[O:42])[CH2:11][N:12]1[CH2:17][CH2:16][N:15]([CH2:18][CH:19]([OH:41])[CH2:20][O:21][C:22]2[CH:23]=[CH:24][C:25]3[O:29][C:28]([C:30]4C=CC=C(C(F)(F)F)C=4)=[N:27][C:26]=3[CH:40]=2)[CH2:14][CH2:13]1.CC1OC2C=CC(OCC3CO3)=CC=2N=1, predict the reaction product. The product is: [CH3:1][C:2]1[CH:7]=[CH:6][CH:5]=[C:4]([CH3:8])[C:3]=1[NH:9][C:10](=[O:42])[CH2:11][N:12]1[CH2:17][CH2:16][N:15]([CH2:18][CH:19]([OH:41])[CH2:20][O:21][C:22]2[CH:23]=[CH:24][C:25]3[O:29][C:28]([CH3:30])=[N:27][C:26]=3[CH:40]=2)[CH2:14][CH2:13]1. (5) The product is: [C:1]([N:9]1[CH2:14][CH2:13][CH:12]([C:15]2[C:16]3[CH:21]=[CH:20][C:19]([F:22])=[CH:18][C:17]=3[S:27][C:26]=2[C:25]([OH:29])=[O:28])[CH2:11][CH2:10]1)(=[O:8])[C:2]1[CH:7]=[CH:6][CH:5]=[CH:4][CH:3]=1. Given the reactants [C:1]([N:9]1[CH2:14][CH2:13][CH:12]([C:15](=O)[C:16]2[CH:21]=[CH:20][C:19]([F:22])=[CH:18][C:17]=2F)[CH2:11][CH2:10]1)(=[O:8])[C:2]1[CH:7]=[CH:6][CH:5]=[CH:4][CH:3]=1.[C:25]([O:29]C)(=[O:28])[CH2:26][SH:27], predict the reaction product. (6) Given the reactants [C:1]([C:3]1[C:4]([CH:14]2[CH2:17][CH2:16][CH2:15]2)=[CH:5][C:6]([CH3:13])=[C:7]([CH:12]=1)[C:8]([O:10][CH3:11])=[O:9])#[N:2].P(OCC)(OCC)([S-])=[S:19], predict the reaction product. The product is: [C:1]([C:3]1[C:4]([CH:14]2[CH2:15][CH2:16][CH2:17]2)=[CH:5][C:6]([CH3:13])=[C:7]([CH:12]=1)[C:8]([O:10][CH3:11])=[O:9])(=[S:19])[NH2:2]. (7) Given the reactants [CH2:1]([Mg]Br)[CH3:2].[NH:5]1[C:9]2[CH:10]=[CH:11][C:12]([C:14]([O:16]C)=O)=[CH:13][C:8]=2[N:7]=[CH:6]1.[CH2:18]1COC[CH2:19]1, predict the reaction product. The product is: [NH:5]1[C:9]2[CH:10]=[CH:11][C:12]([C:14]([OH:16])([CH2:1][CH3:2])[CH2:18][CH3:19])=[CH:13][C:8]=2[N:7]=[CH:6]1. (8) Given the reactants [CH2:1]([O:3][P:4]([CH2:9][CH2:10][CH2:11][CH:12]=[CH2:13])(=[O:8])[O:5][CH2:6][CH3:7])[CH3:2].[CH:14]([Li])([CH2:16][CH3:17])[CH3:15].[CH2:19]1[CH2:24][CH2:23][CH2:22][CH2:21][CH2:20]1, predict the reaction product. The product is: [CH2:6]([O:5][P:4]([CH:9]([CH2:15][CH2:14][CH2:16][CH2:17][CH2:23][CH2:24][CH2:19][CH2:20][CH2:21][CH3:22])[CH2:10][CH2:11][CH:12]=[CH2:13])(=[O:8])[O:3][CH2:1][CH3:2])[CH3:7].